From a dataset of Full USPTO retrosynthesis dataset with 1.9M reactions from patents (1976-2016). Predict the reactants needed to synthesize the given product. Given the product [CH3:15][N:2]1[CH2:3][CH2:4][C:5]2[C:6]3[C:11](=[CH:10][CH:9]=[CH:8][CH:7]=3)[NH:12][C:13]=2[CH2:1]1, predict the reactants needed to synthesize it. The reactants are: [CH2:1]1[C:13]2[NH:12][C:11]3[C:6](=[CH:7][CH:8]=[CH:9][CH:10]=3)[C:5]=2[CH2:4][CH2:3][NH:2]1.[BH3-][C:15]#N.[Na+].C=O.Cl.